Task: Predict the reactants needed to synthesize the given product.. Dataset: Full USPTO retrosynthesis dataset with 1.9M reactions from patents (1976-2016) (1) Given the product [F:83][C:84]([F:89])([F:88])[C:85]([OH:87])=[O:86].[Br:79][C:77]1[C:62]2[N:63]=[CH:64][N:65]([CH2:66][C:67]3[CH:72]=[C:71]([N+:73]([O-:75])=[O:74])[CH:70]=[CH:69][C:68]=3[F:76])[C:61]=2[CH:60]=[C:59]([S:56]([C:54]2[CH:55]=[C:51]([C:49]([NH2:50])=[NH:48])[S:52][C:53]=2[S:80][CH3:81])(=[O:57])=[O:58])[CH:78]=1.[F:83][C:84]([F:89])([F:88])[C:85]([OH:87])=[O:86].[Br:38][C:36]1[C:21]2[N:22]([CH2:25][C:26]3[CH:31]=[C:30]([N+:32]([O-:34])=[O:33])[CH:29]=[CH:28][C:27]=3[F:35])[CH:23]=[N:24][C:20]=2[CH:19]=[C:18]([S:15]([C:13]2[CH:14]=[C:10]([C:8]([NH2:9])=[NH:7])[S:11][C:12]=2[S:39][CH3:40])(=[O:17])=[O:16])[CH:37]=1, predict the reactants needed to synthesize it. The reactants are: C(OC(=O)[NH:7][C:8]([C:10]1[S:11][C:12]([S:39][CH3:40])=[C:13]([S:15]([C:18]2[CH:37]=[C:36]([Br:38])[C:21]3[N:22]([CH2:25][C:26]4[CH:31]=[C:30]([N+:32]([O-:34])=[O:33])[CH:29]=[CH:28][C:27]=4[F:35])[CH:23]=[N:24][C:20]=3[CH:19]=2)(=[O:17])=[O:16])[CH:14]=1)=[NH:9])(C)(C)C.C(OC(=O)[NH:48][C:49]([C:51]1[S:52][C:53]([S:80][CH3:81])=[C:54]([S:56]([C:59]2[CH:78]=[C:77]([Br:79])[C:62]3[N:63]=[CH:64][N:65]([CH2:66][C:67]4[CH:72]=[C:71]([N+:73]([O-:75])=[O:74])[CH:70]=[CH:69][C:68]=4[F:76])[C:61]=3[CH:60]=2)(=[O:58])=[O:57])[CH:55]=1)=[NH:50])(C)(C)C.[F:83][C:84]([F:89])([F:88])[C:85]([OH:87])=[O:86]. (2) Given the product [F:1][C:2]1[CH:34]=[CH:33][C:5]2[N:6]([C:10]3[C:11]([CH3:32])=[C:12]([CH:29]=[CH:30][CH:31]=3)[CH2:13][NH:14][C:15]3[CH:28]=[CH:27][C:18]4[C@H:19]([CH2:22][C:23]([OH:25])=[O:24])[CH2:20][O:21][C:17]=4[CH:16]=3)[C:7]([CH3:9])=[N:8][C:4]=2[CH:3]=1, predict the reactants needed to synthesize it. The reactants are: [F:1][C:2]1[CH:34]=[CH:33][C:5]2[N:6]([C:10]3[C:11]([CH3:32])=[C:12]([CH:29]=[CH:30][CH:31]=3)[CH2:13][NH:14][C:15]3[CH:28]=[CH:27][C:18]4[C@H:19]([CH2:22][C:23]([O:25]C)=[O:24])[CH2:20][O:21][C:17]=4[CH:16]=3)[C:7]([CH3:9])=[N:8][C:4]=2[CH:3]=1.[OH-].[Na+].O. (3) Given the product [Cl:50][C:51]1[CH:56]=[C:55]([Cl:57])[CH:54]=[CH:53][C:52]=1[CH2:58][NH:59][C:7]([CH:6]1[CH2:5][N:4]([C:10]2[N:15]=[C:14]([O:16][CH3:17])[CH:13]=[CH:12][N:11]=2)[C:3](=[O:18])[N:2]1[CH3:1])=[O:9], predict the reactants needed to synthesize it. The reactants are: [CH3:1][N:2]1[CH:6]([C:7]([OH:9])=O)[CH2:5][N:4]([C:10]2[N:15]=[C:14]([O:16][CH3:17])[CH:13]=[CH:12][N:11]=2)[C:3]1=[O:18].C(N1CCOCC1)C.O.ON1C2C=CC=CC=2N=N1.Cl.C(N=C=NCCCN(C)C)C.[Cl:50][C:51]1[CH:56]=[C:55]([Cl:57])[CH:54]=[CH:53][C:52]=1[CH2:58][NH2:59]. (4) Given the product [F:8][C:9]1([F:15])[CH2:14][CH2:13][N:12]([CH2:27][CH:28]2[NH:29][C:30](=[O:34])[CH2:31][O:32][CH2:33]2)[CH2:11][CH2:10]1, predict the reactants needed to synthesize it. The reactants are: C(=O)([O-])[O-].[K+].[K+].Cl.[F:8][C:9]1([F:15])[CH2:14][CH2:13][NH:12][CH2:11][CH2:10]1.CC1C=CC(S(O[CH2:27][CH:28]2[CH2:33][O:32][CH2:31][C:30](=[O:34])[NH:29]2)(=O)=O)=CC=1. (5) Given the product [F:19][C:20]1[CH:29]=[CH:28][C:27]([F:30])=[CH:26][C:21]=1[C:22]1[N:24]=[C:16]([C:11]2[N:10]=[N:9][N:8]([C:3]3[CH:4]=[CH:5][CH:6]=[CH:7][C:2]=3[F:1])[C:12]=2[CH:13]([CH3:14])[CH3:15])[O:18][N:23]=1, predict the reactants needed to synthesize it. The reactants are: [F:1][C:2]1[CH:7]=[CH:6][CH:5]=[CH:4][C:3]=1[N:8]1[C:12]([CH:13]([CH3:15])[CH3:14])=[C:11]([C:16]([OH:18])=O)[N:10]=[N:9]1.[F:19][C:20]1[CH:29]=[CH:28][C:27]([F:30])=[CH:26][C:21]=1[C:22](=[N:24]O)[NH2:23]. (6) Given the product [F:11][C:4]1[CH:5]=[CH:6][CH:7]=[C:8]([O:9][CH3:10])[C:3]=1[CH2:2][N:22]1[CH2:23][CH2:24][CH2:25][C@@H:20]([NH:19][C:17](=[O:18])[O:16][C:12]([CH3:14])([CH3:13])[CH3:15])[CH2:21]1, predict the reactants needed to synthesize it. The reactants are: Br[CH2:2][C:3]1[C:8]([O:9][CH3:10])=[CH:7][CH:6]=[CH:5][C:4]=1[F:11].[C:12]([O:16][C:17]([NH:19][C@@H:20]1[CH2:25][CH2:24][CH2:23][NH:22][CH2:21]1)=[O:18])([CH3:15])([CH3:14])[CH3:13].C([O-])([O-])=O.[K+].[K+]. (7) The reactants are: [N:1]1[CH:6]=[CH:5][CH:4]=[CH:3][C:2]=1[C:7]1[CH:8]=[CH:9][C:10]2[C:11]3[N:25](C4CCCCO4)[NH:24][CH2:23][C:12]=3[C:13](=[O:22])[N:14]([CH2:17][C:18]([F:21])([F:20])[F:19])[C:15]=2[CH:16]=1.N1C=CC=CC=1C1C=CC2C3C(=CN(C4CCCCO4)N=3)C(=O)N(CC(F)(F)F)C=2C=1.[Cl:63]N1C(=O)CCC1=O. Given the product [Cl:63][C:8]1[C:7]([C:2]2[CH:3]=[CH:4][CH:5]=[CH:6][N:1]=2)=[CH:16][C:15]2[N:14]([CH2:17][C:18]([F:21])([F:20])[F:19])[C:13](=[O:22])[C:12]3[CH:23]=[N:24][NH:25][C:11]=3[C:10]=2[CH:9]=1, predict the reactants needed to synthesize it. (8) Given the product [C:22]([O:26][C:27](=[O:36])[NH:28][C@H:29]([C@@H:31]1[CH2:35][CH2:34][N:33]([C:11]2[C:12]([O:14][CH:15]([F:17])[F:16])=[C:13]3[C:8]([C:7](=[O:20])[NH:6][C:5](=[O:21])[N:4]3[CH:1]3[CH2:3][CH2:2]3)=[CH:9][C:10]=2[F:19])[CH2:32]1)[CH3:30])([CH3:23])([CH3:24])[CH3:25], predict the reactants needed to synthesize it. The reactants are: [CH:1]1([N:4]2[C:13]3[C:8](=[CH:9][C:10]([F:19])=[C:11](F)[C:12]=3[O:14][CH:15]([F:17])[F:16])[C:7](=[O:20])[NH:6][C:5]2=[O:21])[CH2:3][CH2:2]1.[C:22]([O:26][C:27](=[O:36])[NH:28][C@H:29]([C@@H:31]1[CH2:35][CH2:34][NH:33][CH2:32]1)[CH3:30])([CH3:25])([CH3:24])[CH3:23].[Cl-].[NH4+]. (9) Given the product [C:1]([O:39][CH2:38][C@H:35]1[O:34][C@H:25]([O:26][CH2:27][C:28]2[CH:33]=[CH:32][CH:31]=[CH:30][CH:29]=2)[C@H:24]([NH:40][C:41](=[O:43])[CH3:42])[C@@H:23]([O:22][CH2:15][C:16]2[CH:21]=[CH:20][CH:19]=[CH:18][CH:17]=2)[C@@H:36]1[OH:37])(=[O:8])[C:2]1[CH:7]=[CH:6][CH:5]=[CH:4][CH:3]=1, predict the reactants needed to synthesize it. The reactants are: [C:1](Cl)(=[O:8])[C:2]1[CH:7]=[CH:6][CH:5]=[CH:4][CH:3]=1.N1C=CN=C1.[CH2:15]([O:22][C@H:23]1[C@H:36]([OH:37])[C@@H:35]([CH2:38][OH:39])[O:34][C@H:25]([O:26][CH2:27][C:28]2[CH:33]=[CH:32][CH:31]=[CH:30][CH:29]=2)[C@@H:24]1[NH:40][C:41](=[O:43])[CH3:42])[C:16]1[CH:21]=[CH:20][CH:19]=[CH:18][CH:17]=1. (10) Given the product [C:53]([C:57]1[CH:83]=[CH:82][C:27]([C:25]([NH:24][C:21]2([C:18]3[CH:17]=[CH:16][C:15]([C:14]4[CH:13]=[CH:12][N:11]=[C:10]5[NH:36][C:7]([C:5]6[CH:4]=[N:3][N:2]([CH3:1])[CH:6]=6)=[N:8][C:9]=45)=[CH:20][CH:19]=3)[CH2:22][CH2:23]2)=[O:26])=[CH:59][CH:58]=1)([CH3:56])([CH3:55])[CH3:54], predict the reactants needed to synthesize it. The reactants are: [CH3:1][N:2]1[CH:6]=[C:5]([C:7]2[NH:36][C:10]3=[N:11][CH:12]=[CH:13][C:14]([C:15]4[CH:20]=[CH:19][C:18]([C:21]5([NH:24][C:25]([C:27]6OC(C(C)(C)C)=NN=6)=[O:26])[CH2:23][CH2:22]5)=[CH:17][CH:16]=4)=[C:9]3[N:8]=2)[CH:4]=[N:3]1.ClC1C=CN=C2NC(C3C=NN(C)C=3)=NC=12.[C:53]([C:57]1[CH:83]=[CH:82]C(C(NC2(C3C=CC(B4OC(C)(C)C(C)(C)O4)=CC=3)CC2)=O)=[CH:59][CH:58]=1)([CH3:56])([CH3:55])[CH3:54].P([O-])([O-])([O-])=O.[K+].[K+].[K+].C([O-])(=O)C.[Na+].C(#N)C.